From a dataset of Reaction yield outcomes from USPTO patents with 853,638 reactions. Predict the reaction yield, written as a fraction of the theoretical maximum amount of product (1.0 means a 100% yield; for example, 0.34 means a 34% yield). The reactants are [F:1][C:2]([F:38])([O:7][C:8]1[CH:13]=[CH:12][C:11]([N:14]2[CH:18]=[N:17][C:16]([C:19]3[CH:24]=[CH:23][C:22]([NH:25][C:26](=[O:37])[O:27][C:28]4C=CC([N+]([O-])=O)=CC=4)=[CH:21][CH:20]=3)=[N:15]2)=[CH:10][CH:9]=1)[C:3]([F:6])([F:5])[F:4].C[O-].[Na+]. The catalyst is CO. The product is [F:38][C:2]([F:1])([O:7][C:8]1[CH:13]=[CH:12][C:11]([N:14]2[CH:18]=[N:17][C:16]([C:19]3[CH:24]=[CH:23][C:22]([NH:25][C:26](=[O:37])[O:27][CH3:28])=[CH:21][CH:20]=3)=[N:15]2)=[CH:10][CH:9]=1)[C:3]([F:6])([F:5])[F:4]. The yield is 0.650.